Dataset: Forward reaction prediction with 1.9M reactions from USPTO patents (1976-2016). Task: Predict the product of the given reaction. (1) Given the reactants [OH-].[OH:2][CH2:3][CH2:4][N+:5]([CH2:10][CH2:11][OH:12])([CH2:7][CH2:8][OH:9])[CH3:6].[F:13][C:14]([F:27])([F:26])[S:15]([N-:18][S:19]([C:22]([F:25])([F:24])[F:23])(=[O:21])=[O:20])(=[O:17])=[O:16], predict the reaction product. The product is: [N-:18]([S:15]([C:14]([F:27])([F:13])[F:26])(=[O:17])=[O:16])[S:19]([C:22]([F:25])([F:24])[F:23])(=[O:21])=[O:20].[OH:12][CH2:11][CH2:10][N+:5]([CH2:4][CH2:3][OH:2])([CH2:7][CH2:8][OH:9])[CH3:6]. (2) Given the reactants Br[C:2]1[C:3]([C:10]2[CH:15]=[CH:14][N:13]=[CH:12][CH:11]=2)=[N:4][N:5]([CH2:7][CH2:8][OH:9])[CH:6]=1.[CH2:16]([O:23]/[N:24]=[C:25]1\[CH2:26][CH2:27][C:28]2[C:33]\1=[CH:32][CH:31]=[C:30](B(O)O)[CH:29]=2)[C:17]1[CH:22]=[CH:21][CH:20]=[CH:19][CH:18]=1.C(=O)([O-])[O-].[K+].[K+], predict the reaction product. The product is: [CH2:16]([O:23]/[N:24]=[C:25]1\[CH2:26][CH2:27][C:28]2[C:33]\1=[CH:32][CH:31]=[C:30]([C:2]1[C:3]([C:10]3[CH:15]=[CH:14][N:13]=[CH:12][CH:11]=3)=[N:4][N:5]([CH2:7][CH2:8][OH:9])[CH:6]=1)[CH:29]=2)[C:17]1[CH:18]=[CH:19][CH:20]=[CH:21][CH:22]=1.